This data is from Reaction yield outcomes from USPTO patents with 853,638 reactions. The task is: Predict the reaction yield, written as a fraction of the theoretical maximum amount of product (1.0 means a 100% yield; for example, 0.34 means a 34% yield). (1) The reactants are [OH:1][CH:2]1[CH2:7][CH2:6][N:5]([C:8]([O:10][C:11]([CH3:14])([CH3:13])[CH3:12])=[O:9])[CH2:4][CH2:3]1.C(N(CC)CC)C.CN(C)CCCCCCN(C)C.[C:34]1([CH3:44])[CH:39]=[CH:38][C:37]([S:40](Cl)(=[O:42])=[O:41])=[CH:36][CH:35]=1. The catalyst is C(#N)C.O. The product is [C:34]1([CH3:44])[CH:39]=[CH:38][C:37]([S:40]([O:1][CH:2]2[CH2:3][CH2:4][N:5]([C:8]([O:10][C:11]([CH3:14])([CH3:13])[CH3:12])=[O:9])[CH2:6][CH2:7]2)(=[O:42])=[O:41])=[CH:36][CH:35]=1. The yield is 0.890. (2) The reactants are [F:1][CH2:2][C:3]1([CH2:20][F:21])[O:8][CH2:7][CH:6]([CH2:9][O:10][C:11]2[CH:16]=[CH:15][N+:14]([O-])=[C:13]([CH3:18])[C:12]=2[CH3:19])[CH2:5][O:4]1.C(OC(=O)C)(=[O:24])C. No catalyst specified. The product is [F:1][CH2:2][C:3]1([CH2:20][F:21])[O:8][CH2:7][CH:6]([CH2:9][O:10][C:11]2[CH:16]=[CH:15][N:14]=[C:13]([CH2:18][OH:24])[C:12]=2[CH3:19])[CH2:5][O:4]1. The yield is 0.236. (3) The reactants are [CH2:1]([C:3]([C:7]1[CH2:11][CH:10]=[CH:9][CH:8]=1)([CH3:6])[CH2:4][CH3:5])[CH3:2].[CH3:12][C:13]([CH3:15])=O.N1CCCC1. The catalyst is CO.CCOCC.O. The product is [CH2:1]([C:3]([C:7]1[CH:11]=[CH:10][C:9](=[C:13]([CH3:15])[CH3:12])[CH:8]=1)([CH3:6])[CH2:4][CH3:5])[CH3:2]. The yield is 0.920. (4) The reactants are S(Cl)([Cl:3])=O.[CH3:5][O:6][C:7](=[O:33])[C@H:8]([NH:22][C:23]([O:25][CH2:26][C:27]1[CH:32]=[CH:31][CH:30]=[CH:29][CH:28]=1)=[O:24])[CH2:9][C:10]1[C:11]([CH2:20]O)=[C:12]2[C:16](=[C:17]([Cl:19])[CH:18]=1)[NH:15][N:14]=[CH:13]2. The catalyst is ClCCl. The product is [CH3:5][O:6][C:7](=[O:33])[C@H:8]([NH:22][C:23]([O:25][CH2:26][C:27]1[CH:32]=[CH:31][CH:30]=[CH:29][CH:28]=1)=[O:24])[CH2:9][C:10]1[C:11]([CH2:20][Cl:3])=[C:12]2[C:16](=[C:17]([Cl:19])[CH:18]=1)[NH:15][N:14]=[CH:13]2. The yield is 0.860. (5) The reactants are FC(F)(F)C(O)=O.[Cl:8][C:9]1[CH:14]=[CH:13][C:12]([C:15]2[CH:16]=[C:17]([C:27]([NH:29][N:30]3[CH2:35][CH2:34][NH:33][CH2:32][CH2:31]3)=[O:28])[CH:18]=[N:19][C:20]=2[O:21][CH2:22][C:23]([F:26])([F:25])[F:24])=[CH:11][CH:10]=1.[C:36]([O:39][CH2:40][CH2:41]Br)(=[O:38])[CH3:37].C([O-])([O-])=O.[K+].[K+]. The catalyst is C(#N)C. The product is [Cl:8][C:9]1[CH:14]=[CH:13][C:12]([C:15]2[CH:16]=[C:17]([C:27]([NH:29][N:30]3[CH2:31][CH2:32][N:33]([CH2:41][CH2:40][O:39][C:36](=[O:38])[CH3:37])[CH2:34][CH2:35]3)=[O:28])[CH:18]=[N:19][C:20]=2[O:21][CH2:22][C:23]([F:24])([F:26])[F:25])=[CH:11][CH:10]=1. The yield is 0.570.